Dataset: hERG Central: cardiac toxicity at 1µM, 10µM, and general inhibition. Task: Predict hERG channel inhibition at various concentrations. (1) The drug is CC1CCCN(CCCCOc2cccc(Br)c2)C1.O=C(O)C(=O)O. Results: hERG_inhib (hERG inhibition (general)): blocker. (2) The compound is CCCCn1c(O)c(C(C)=NC(Cc2c[nH]c3ccccc23)C(=O)OC)c(=O)[nH]c1=O. Results: hERG_inhib (hERG inhibition (general)): blocker. (3) The molecule is Cn1cc(CN2CCCC(C(=O)c3ccc(-c4ccccc4)c(F)c3)C2)cn1. Results: hERG_inhib (hERG inhibition (general)): blocker. (4) The drug is CCC(C)NCCOCCOc1ccc(Cl)cc1Br.O=C(O)C(=O)O. Results: hERG_inhib (hERG inhibition (general)): blocker. (5) The molecule is COc1cc2c(cc1OC)C(=O)C(CC1CCN(Cc3ccccc3)CC1)C2.Cl. Results: hERG_inhib (hERG inhibition (general)): blocker. (6) The drug is Cc1ccc(C(c2nnnn2CC2CCCO2)N2CCN(Cc3ccccc3)CC2)cc1. Results: hERG_inhib (hERG inhibition (general)): blocker.